Task: Predict the product of the given reaction.. Dataset: Forward reaction prediction with 1.9M reactions from USPTO patents (1976-2016) Given the reactants P(C)(C)C.[N:5]([CH2:8][C:9]1[N:10]=[N:11][C:12]([C:15]2[C:20]([F:21])=[CH:19][CH:18]=[CH:17][C:16]=2[F:22])=[CH:13][CH:14]=1)=[N+]=[N-].[N:23]([C:26]1[CH:27]=[N:28][CH:29]=[CH:30][C:31]=1[N:32]1[CH2:37][CH2:36][N:35]([C:38]([O:40][C:41]([CH3:44])([CH3:43])[CH3:42])=[O:39])[CH2:34][CH2:33]1)=[C:24]=S, predict the reaction product. The product is: [F:22][C:16]1[CH:17]=[CH:18][CH:19]=[C:20]([F:21])[C:15]=1[C:12]1[CH:13]=[CH:14][C:9]2[N:10]([C:24]([NH:23][C:26]3[CH:27]=[N:28][CH:29]=[CH:30][C:31]=3[N:32]3[CH2:37][CH2:36][N:35]([C:38]([O:40][C:41]([CH3:44])([CH3:43])[CH3:42])=[O:39])[CH2:34][CH2:33]3)=[N:5][CH:8]=2)[N:11]=1.